This data is from Forward reaction prediction with 1.9M reactions from USPTO patents (1976-2016). The task is: Predict the product of the given reaction. (1) Given the reactants [C:1]([C:4]1[CH:11]=[CH:10][C:7]([CH:8]=[O:9])=[CH:6][CH:5]=1)([OH:3])=O.O=S(Cl)Cl.[CH2:16]([NH:18][CH2:19][CH3:20])[CH3:17], predict the reaction product. The product is: [CH2:16]([N:18]([CH2:19][CH3:20])[C:1](=[O:3])[C:4]1[CH:11]=[CH:10][C:7]([CH:8]=[O:9])=[CH:6][CH:5]=1)[CH3:17]. (2) Given the reactants [CH2:1]([CH:8]([C:13](O)(O)[C:14]([F:17])([F:16])[F:15])[C:9]([O:11]C)=O)[C:2]1[CH:7]=[CH:6][CH:5]=[CH:4][CH:3]=1.[CH2:20]([N:22]([C:34]1[CH:39]=[CH:38][CH:37]=[CH:36][CH:35]=1)[S:23]([C:26]1[CH:27]=[N:28][C:29]([NH:32][NH2:33])=[CH:30][CH:31]=1)(=[O:25])=[O:24])[CH3:21], predict the reaction product. The product is: [CH2:1]([C:8]1[C:9](=[O:11])[N:32]([C:29]2[N:28]=[CH:27][C:26]([S:23]([N:22]([CH2:20][CH3:21])[C:34]3[CH:39]=[CH:38][CH:37]=[CH:36][CH:35]=3)(=[O:25])=[O:24])=[CH:31][CH:30]=2)[NH:33][C:13]=1[C:14]([F:17])([F:16])[F:15])[C:2]1[CH:3]=[CH:4][CH:5]=[CH:6][CH:7]=1. (3) Given the reactants [O:1]=[C:2]1[CH:8]([CH2:9][C:10]([O:12]C)=[O:11])[CH2:7][C:6]2[CH:14]=[CH:15][C:16]([O:18][CH2:19][CH2:20][CH2:21][NH:22][C:23]3[CH:28]=[C:27]([CH3:29])[CH:26]=[CH:25][N:24]=3)=[CH:17][C:5]=2[CH2:4][N:3]1[CH2:30][C:31]([F:34])([F:33])[F:32].N1C=CC=CC=1NCCCOC1C=CC2CC(CC(OCC)=O)C(=O)NCC=2C=1, predict the reaction product. The product is: [O:1]=[C:2]1[CH:8]([CH2:9][C:10]([OH:12])=[O:11])[CH2:7][C:6]2[CH:14]=[CH:15][C:16]([O:18][CH2:19][CH2:20][CH2:21][NH:22][C:23]3[CH:28]=[C:27]([CH3:29])[CH:26]=[CH:25][N:24]=3)=[CH:17][C:5]=2[CH2:4][N:3]1[CH2:30][C:31]([F:34])([F:32])[F:33]. (4) The product is: [CH:10]([C@H:12]1[CH2:17][CH2:16][CH2:15][CH2:14][N:13]1[C:18]([O:20][C:21]([CH3:24])([CH3:23])[CH3:22])=[O:19])=[O:11]. Given the reactants [H-].[H-].[H-].[H-].[Li+].[Al+3].CON(C)[C:10]([C@H:12]1[CH2:17][CH2:16][CH2:15][CH2:14][N:13]1[C:18]([O:20][C:21]([CH3:24])([CH3:23])[CH3:22])=[O:19])=[O:11], predict the reaction product. (5) Given the reactants [CH:1]1[C:10]2[C:5](=[CH:6][CH:7]=[CH:8][CH:9]=2)[C:4]([C:11]2[CH:20]=[N:19][C:14]3[O:15][CH2:16][CH2:17][NH:18][C:13]=3[CH:12]=2)=[CH:3][N:2]=1.[Br:21][C:22]1[CH:23]=[C:24]([CH:28]=[C:29]([Br:33])[C:30]=1[O:31][CH3:32])[C:25](Cl)=[O:26].C(N(CC)CC)C.Cl, predict the reaction product. The product is: [Br:21][C:22]1[CH:23]=[C:24]([C:25]([N:18]2[CH2:17][CH2:16][O:15][C:14]3[N:19]=[CH:20][C:11]([C:4]4[C:5]5[C:10](=[CH:9][CH:8]=[CH:7][CH:6]=5)[CH:1]=[N:2][CH:3]=4)=[CH:12][C:13]2=3)=[O:26])[CH:28]=[C:29]([Br:33])[C:30]=1[O:31][CH3:32].